Predict which catalyst facilitates the given reaction. From a dataset of Catalyst prediction with 721,799 reactions and 888 catalyst types from USPTO. (1) Reactant: [C:1]([C:6]1[CH:7]=[C:8]([C:33]#[N:34])[C:9]([N:20]2[CH2:25][CH2:24][CH:23]([C:26]([O:28]C(C)(C)C)=[O:27])[CH2:22][CH2:21]2)=[N:10][C:11]=1[CH2:12][N:13]1[CH2:18][CH2:17][CH2:16][CH2:15][C:14]1=[O:19])(=[O:5])[CH2:2][CH2:3][CH3:4].C(O)(C(F)(F)F)=O. Product: [C:1]([C:6]1[CH:7]=[C:8]([C:33]#[N:34])[C:9]([N:20]2[CH2:21][CH2:22][CH:23]([C:26]([OH:28])=[O:27])[CH2:24][CH2:25]2)=[N:10][C:11]=1[CH2:12][N:13]1[CH2:18][CH2:17][CH2:16][CH2:15][C:14]1=[O:19])(=[O:5])[CH2:2][CH2:3][CH3:4]. The catalyst class is: 2. (2) Reactant: [H-].[Na+].[C:3]([O:10][CH3:11])(=[O:9])[CH2:4][C:5]([O:7][CH3:8])=[O:6].Cl[CH:13]1[CH2:17][CH2:16][CH2:15][C:14]1=[O:18]. Product: [O:18]=[C:14]1[CH2:15][CH2:16][CH2:17][CH:13]1[CH:4]([C:3]([O:10][CH3:11])=[O:9])[C:5]([O:7][CH3:8])=[O:6]. The catalyst class is: 118. (3) Reactant: O.Cl.[CH3:3][O:4][C:5](=[O:15])[C@H:6]([CH2:8][C:9]1[CH:14]=[CH:13][CH:12]=[CH:11][CH:10]=1)[NH2:7].[C:16](=[O:19])([O-])[O-:17].[Na+].[Na+]. Product: [CH3:3][O:4][C:5](=[O:15])[C@H:6]([CH2:8][C:9]1[CH:14]=[CH:13][CH:12]=[CH:11][CH:10]=1)[NH:7][C:16]([O:17][C:9]([CH3:14])([CH3:10])[CH3:8])=[O:19]. The catalyst class is: 5. (4) Reactant: [I:1][C:2]1[CH:6]=[CH:5][N:4]([C:7]2[CH:12]=[CH:11][N:10]=[C:9]([C:13]([NH2:15])=O)[CH:8]=2)[N:3]=1.N1C=CC=CC=1.FC(F)(F)C(OC(=O)C(F)(F)F)=O. Product: [I:1][C:2]1[CH:6]=[CH:5][N:4]([C:7]2[CH:12]=[CH:11][N:10]=[C:9]([C:13]#[N:15])[CH:8]=2)[N:3]=1. The catalyst class is: 1. (5) Reactant: Cl.[F:2][C:3]1[C:8]([F:9])=[CH:7][CH:6]=[CH:5][C:4]=1[CH2:10][CH2:11][C:12]([NH2:14])=[NH:13].[O-]CC.[Na+].C([O:21][C:22]([CH:24]1[CH2:28][CH2:27][CH2:26][C:25]1=O)=O)C. Product: [F:2][C:3]1[C:8]([F:9])=[CH:7][CH:6]=[CH:5][C:4]=1[CH2:10][CH2:11][C:12]1[NH:14][C:25]2[CH2:26][CH2:27][CH2:28][C:24]=2[C:22](=[O:21])[N:13]=1. The catalyst class is: 8. (6) Reactant: CCN(C(C)C)C(C)C.[F:10][C:11]1[CH:16]=[CH:15][C:14]([C:17]2[C:18](=[O:31])[C:19]([C:28](O)=[O:29])=[CH:20][N:21]([CH2:23][C:24]([F:27])([F:26])[F:25])[CH:22]=2)=[CH:13][CH:12]=1.CCOC(C(C#N)=NOC(N1CCOCC1)=[N+](C)C)=O.F[P-](F)(F)(F)(F)F.[NH2:59][C:60]1[CH:65]=[CH:64][C:63]([C:66]2[C:67]([NH2:73])=[N:68][CH:69]=[C:70]([Br:72])[CH:71]=2)=[CH:62][CH:61]=1. Product: [NH2:73][C:67]1[C:66]([C:63]2[CH:62]=[CH:61][C:60]([NH:59][C:28]([C:19]3[C:18](=[O:31])[C:17]([C:14]4[CH:15]=[CH:16][C:11]([F:10])=[CH:12][CH:13]=4)=[CH:22][N:21]([CH2:23][C:24]([F:26])([F:25])[F:27])[CH:20]=3)=[O:29])=[CH:65][CH:64]=2)=[CH:71][C:70]([Br:72])=[CH:69][N:68]=1. The catalyst class is: 18.